From a dataset of Retrosynthesis with 50K atom-mapped reactions and 10 reaction types from USPTO. Predict the reactants needed to synthesize the given product. (1) Given the product CC(C)c1c(C(=O)NCc2ccc(F)c(F)c2)c2ccc(OCc3ccccc3)cc2n1Cc1ccccc1, predict the reactants needed to synthesize it. The reactants are: BrCc1ccccc1.CC(C)c1c(C(=O)NCc2ccc(F)c(F)c2)c2ccc(O)cc2n1Cc1ccccc1. (2) Given the product CNc1ncc2c(n1)N(c1cccc(N)c1)C(=O)N(C)C2, predict the reactants needed to synthesize it. The reactants are: CNc1ncc2c(n1)N(c1cccc(NC(=O)OC(C)(C)C)c1)C(=O)N(C)C2. (3) Given the product Cc1ccc(-c2cc(C(=O)NCc3cnc(C)nc3)cc(C(=O)N3CCCC3)c2)nc1, predict the reactants needed to synthesize it. The reactants are: CCCC[Sn](CCCC)(CCCC)c1ccc(C)cn1.Cc1ncc(CNC(=O)c2cc(Br)cc(C(=O)N3CCCC3)c2)cn1. (4) Given the product Nc1cccc2c1CCC2, predict the reactants needed to synthesize it. The reactants are: O=[N+]([O-])c1cccc2c1CCC2. (5) Given the product COC(=O)c1ccc(COCC2CCOC2)cc1-c1ccccc1, predict the reactants needed to synthesize it. The reactants are: COC(=O)c1ccc(CCl)cc1-c1ccccc1.OCC1CCOC1. (6) Given the product COC(=O)c1cccc(CCO)c1, predict the reactants needed to synthesize it. The reactants are: COC(=O)c1cccc(CC=O)c1.